Dataset: Full USPTO retrosynthesis dataset with 1.9M reactions from patents (1976-2016). Task: Predict the reactants needed to synthesize the given product. (1) The reactants are: [NH2:1][C:2]1[N:7]=[C:6]([C:8]2[O:9][CH:10]=[CH:11][CH:12]=2)[C:5]([C:13]#[N:14])=[C:4](SC)[N:3]=1.[C:17]1([CH2:23][CH2:24][CH2:25][NH2:26])[CH:22]=[CH:21][CH:20]=[CH:19][CH:18]=1. Given the product [NH2:1][C:2]1[N:7]=[C:6]([C:8]2[O:9][CH:10]=[CH:11][CH:12]=2)[C:5]([C:13]#[N:14])=[C:4]([NH:26][CH2:25][CH2:24][CH2:23][C:17]2[CH:22]=[CH:21][CH:20]=[CH:19][CH:18]=2)[N:3]=1, predict the reactants needed to synthesize it. (2) Given the product [CH:13]([C:9]1[N:8]([CH2:22][C:23]([O:25][CH2:26][CH3:27])=[O:24])[CH:12]=[CH:11][N:10]=1)=[O:14], predict the reactants needed to synthesize it. The reactants are: CN1CCCC1=O.[NH:8]1[CH:12]=[CH:11][N:10]=[C:9]1[CH:13]=[O:14].C(=O)([O-])[O-].[K+].[K+].Cl[CH2:22][C:23]([O:25][CH2:26][CH3:27])=[O:24]. (3) Given the product [CH:33]1([NH:36][C:27]([C:15]2[N:14]=[N:13][N:12]([C:9]3[CH:10]=[CH:11][C:6]([C:4]([NH:3][CH2:1][CH3:2])=[O:5])=[CH:7][CH:8]=3)[C:16]=2[O:17][CH2:18][CH2:19][CH2:20][C:21]2[CH:26]=[CH:25][CH:24]=[CH:23][CH:22]=2)=[O:29])[CH2:35][CH2:34]1, predict the reactants needed to synthesize it. The reactants are: [CH2:1]([NH:3][C:4]([C:6]1[CH:11]=[CH:10][C:9]([N:12]2[C:16]([O:17][CH2:18][CH2:19][CH2:20][C:21]3[CH:26]=[CH:25][CH:24]=[CH:23][CH:22]=3)=[C:15]([C:27]([O:29]C)=O)[N:14]=[N:13]2)=[CH:8][CH:7]=1)=[O:5])[CH3:2].[OH-].[Na+].[CH:33]1([NH2:36])[CH2:35][CH2:34]1.C1C=CC2N(O)N=NC=2C=1.CCN=C=NCCCN(C)C. (4) Given the product [NH2:5][C:4]1[NH:16][C:14](=[S:15])[C:13]([C:11]#[N:12])=[C:2]([C:6]2[O:7][CH:8]=[CH:9][CH:10]=2)[CH:3]=1, predict the reactants needed to synthesize it. The reactants are: N[C:2]([C:6]1[O:7][CH:8]=[CH:9][CH:10]=1)=[CH:3][C:4]#[N:5].[C:11]([CH2:13][C:14]([NH2:16])=[S:15])#[N:12]. (5) Given the product [Cl:30][C:23]1[CH:22]=[C:21]([C:18]2[CH:19]=[CH:20][N:16]([CH2:15][C@@H:14]([NH:13][C:10]([C:8]3[N:9]=[C:5]([C:2]([OH:1])([CH3:3])[CH3:4])[O:6][CH:7]=3)=[O:12])[CH3:31])[N:17]=2)[CH:28]=[C:27]([F:29])[C:24]=1[C:25]#[N:26], predict the reactants needed to synthesize it. The reactants are: [OH:1][C:2]([C:5]1[O:6][CH:7]=[C:8]([C:10]([OH:12])=O)[N:9]=1)([CH3:4])[CH3:3].[NH2:13][C@@H:14]([CH3:31])[CH2:15][N:16]1[CH:20]=[CH:19][C:18]([C:21]2[CH:28]=[C:27]([F:29])[C:24]([C:25]#[N:26])=[C:23]([Cl:30])[CH:22]=2)=[N:17]1.CN(C(ON1N=NC2C=CC=CC1=2)=[N+](C)C)C.F[P-](F)(F)(F)(F)F. (6) Given the product [CH3:1][S:2][C:3]1[N:4]2[CH:14]=[N:13][C:12]([S:15][CH3:16])=[C:5]2[S:6][CH:7]=1, predict the reactants needed to synthesize it. The reactants are: [CH3:1][S:2][C:3]1[N:4]2[CH:14]=[N:13][C:12]([S:15][CH3:16])=[C:5]2[S:6][C:7]=1[Si](C)(C)C.[F-].C([N+](CCCC)(CCCC)CCCC)CCC.C1COCC1.